This data is from Catalyst prediction with 721,799 reactions and 888 catalyst types from USPTO. The task is: Predict which catalyst facilitates the given reaction. (1) Reactant: [Br:1][C:2]1[CH:10]=[CH:9][C:5]([C:6](=[S:8])[NH2:7])=[CH:4][CH:3]=1.C([O-])(O)=O.[Na+].Br[CH:17]([CH2:20][CH2:21][CH2:22][CH2:23][CH2:24][CH2:25][CH2:26][CH3:27])[CH:18]=[O:19]. Product: [Br:1][C:2]1[CH:10]=[CH:9][C:5]([C:6]2[S:8][CH:17]([CH2:20][CH2:21][CH2:22][CH2:23][CH2:24][CH2:25][CH2:26][CH3:27])[CH:18]([OH:19])[N:7]=2)=[CH:4][CH:3]=1. The catalyst class is: 249. (2) Reactant: [Cl:1][C:2]1[CH:3]=[C:4]2[C:9](=[C:10]([Cl:12])[CH:11]=1)[CH2:8][N:7]([CH3:13])[CH2:6][CH:5]2[C:14]1[CH:15]=[C:16]([NH2:20])[CH:17]=[CH:18][CH:19]=1.[Ar].Cl[C:23]([O:25][CH3:26])=[O:24].C(OCl)=O. Product: [ClH:1].[CH3:26][O:25][C:23](=[O:24])[NH:20][C:16]1[CH:17]=[CH:18][CH:19]=[C:14]([CH:5]2[C:4]3[C:9](=[C:10]([Cl:12])[CH:11]=[C:2]([Cl:1])[CH:3]=3)[CH2:8][N:7]([CH3:13])[CH2:6]2)[CH:15]=1. The catalyst class is: 4. (3) Reactant: Cl.[C:2]1([CH:12]([NH:14][CH2:15][CH2:16][C@H:17]([C:19]2[CH:24]=[CH:23][CH:22]=[C:21]([C:25]([F:28])([F:27])[F:26])[CH:20]=2)O)[CH3:13])[C:11]2[C:6](=[CH:7][CH:8]=[CH:9][CH:10]=2)[CH:5]=[CH:4][CH:3]=1.S(Cl)([Cl:31])=O. Product: [ClH:31].[C:2]1([C@H:12]([NH:14][CH2:15]/[CH:16]=[CH:17]/[C:19]2[CH:24]=[CH:23][CH:22]=[C:21]([C:25]([F:26])([F:27])[F:28])[CH:20]=2)[CH3:13])[C:11]2[C:6](=[CH:7][CH:8]=[CH:9][CH:10]=2)[CH:5]=[CH:4][CH:3]=1. The catalyst class is: 11. (4) Reactant: [F:1][C:2]1[CH:3]=[C:4]([C:8]2[C:17]3[O:16][CH2:15][CH2:14][N:13](C(OC(C)(C)C)=O)[CH2:12][C:11]=3[S:10][CH:9]=2)[CH:5]=[CH:6][CH:7]=1.C(OCC)(=O)C.Cl. Product: [F:1][C:2]1[CH:3]=[C:4]([C:8]2[C:17]3[O:16][CH2:15][CH2:14][NH:13][CH2:12][C:11]=3[S:10][CH:9]=2)[CH:5]=[CH:6][CH:7]=1. The catalyst class is: 13. (5) Reactant: FC(F)(F)C(O)=O.[CH3:8][N:9]([CH3:40])[C:10]1[CH:15]=[CH:14][C:13]([C:16]2[CH:25]=[C:24]3[C:19]([C:20]([OH:39])=[C:21]([C:28]([NH:30][CH2:31][C:32]([O:34]C(C)(C)C)=[O:33])=[O:29])[C:22](=[O:27])[N:23]3[CH3:26])=[CH:18][CH:17]=2)=[CH:12][CH:11]=1.O. Product: [CH3:8][N:9]([CH3:40])[C:10]1[CH:11]=[CH:12][C:13]([C:16]2[CH:25]=[C:24]3[C:19]([C:20]([OH:39])=[C:21]([C:28]([NH:30][CH2:31][C:32]([OH:34])=[O:33])=[O:29])[C:22](=[O:27])[N:23]3[CH3:26])=[CH:18][CH:17]=2)=[CH:14][CH:15]=1. The catalyst class is: 4. (6) Reactant: Cl.[CH:2]([O:5][C:6]1[CH:11]=[CH:10][C:9]([C:12]([N:14]2[CH2:19][CH2:18][C:17]3([O:24][CH:23]([C:25]4[O:26][C:27]([CH3:30])=[CH:28][N:29]=4)[CH2:22][NH:21][CH2:20]3)[CH2:16][CH2:15]2)=[O:13])=[CH:8][C:7]=1[CH3:31])([CH3:4])[CH3:3].FC(F)(F)S(O[CH2:38][C:39]([F:42])([F:41])[F:40])(=O)=O.C([O-])(O)=O.[Na+]. Product: [CH:2]([O:5][C:6]1[CH:11]=[CH:10][C:9]([C:12]([N:14]2[CH2:19][CH2:18][C:17]3([O:24][CH:23]([C:25]4[O:26][C:27]([CH3:30])=[CH:28][N:29]=4)[CH2:22][N:21]([CH2:38][C:39]([F:42])([F:41])[F:40])[CH2:20]3)[CH2:16][CH2:15]2)=[O:13])=[CH:8][C:7]=1[CH3:31])([CH3:4])[CH3:3]. The catalyst class is: 14. (7) Reactant: [N:1]1([C:7](Cl)=[O:8])[CH2:6][CH2:5][O:4][CH2:3][CH2:2]1.[C:10]([CH2:12][C:13]1([N:17]2[CH:21]=[C:20]([C:22]3[CH:27]=[N:26][N:25]4[C:28]([C:31]5[CH:32]=[C:33]([NH:37][C:38]([NH:40][CH2:41][C:42]([F:45])([F:44])[F:43])=[O:39])[CH:34]=[CH:35][CH:36]=5)=[CH:29][N:30]=[C:24]4[CH:23]=3)[CH:19]=[N:18]2)[CH2:16][NH:15][CH2:14]1)#[N:11].C(N(CC)CC)C. Product: [C:10]([CH2:12][C:13]1([N:17]2[CH:21]=[C:20]([C:22]3[CH:27]=[N:26][N:25]4[C:28]([C:31]5[CH:32]=[C:33]([NH:37][C:38]([NH:40][CH2:41][C:42]([F:44])([F:45])[F:43])=[O:39])[CH:34]=[CH:35][CH:36]=5)=[CH:29][N:30]=[C:24]4[CH:23]=3)[CH:19]=[N:18]2)[CH2:14][N:15]([C:7]([N:1]2[CH2:6][CH2:5][O:4][CH2:3][CH2:2]2)=[O:8])[CH2:16]1)#[N:11]. The catalyst class is: 405. (8) Reactant: FC1C(F)=CC=CC=1C[O:5][C:6](=[O:39])[C:7]1[CH:12]=[CH:11][CH:10]=[C:9]([N:13]2[C:17]([CH3:18])=[CH:16][CH:15]=[C:14]2[C:19]2[CH:24]=[C:23]([C:25]([F:28])([F:27])[F:26])[CH:22]=[CH:21][C:20]=2[O:29][CH2:30][C:31]2[CH:36]=[CH:35][CH:34]=[C:33]([F:37])[C:32]=2[F:38])[N:8]=1.[OH-].[Na+].Cl. Product: [F:27][C:25]([F:26])([F:28])[C:23]1[CH:22]=[CH:21][C:20]([O:29][CH2:30][C:31]2[CH:36]=[CH:35][CH:34]=[C:33]([F:37])[C:32]=2[F:38])=[C:19]([C:14]2[N:13]([C:9]3[N:8]=[C:7]([C:6]([OH:39])=[O:5])[CH:12]=[CH:11][CH:10]=3)[C:17]([CH3:18])=[CH:16][CH:15]=2)[CH:24]=1. The catalyst class is: 511.